This data is from Full USPTO retrosynthesis dataset with 1.9M reactions from patents (1976-2016). The task is: Predict the reactants needed to synthesize the given product. (1) Given the product [Br:12][C:10]1[CH:9]=[CH:8][C:3]([C:4]([O:6][CH3:7])=[O:5])=[C:2](/[N:1]=[C:19]2\[C:15]([Cl:14])=[N:16][S:17][S:18]\2)[CH:11]=1, predict the reactants needed to synthesize it. The reactants are: [NH2:1][C:2]1[CH:11]=[C:10]([Br:12])[CH:9]=[CH:8][C:3]=1[C:4]([O:6][CH3:7])=[O:5].[Cl-].[Cl:14][C:15]1[NH2+:16][S:17][S:18][C:19]=1Cl. (2) Given the product [Br:8][C:4]1[CH:5]=[CH:6][CH:7]=[C:2]([C:27]([CH:24]2[CH2:25][CH2:26][N:21]([C:19]([O:18][C:14]([CH3:17])([CH3:16])[CH3:15])=[O:20])[CH2:22][CH2:23]2)=[O:28])[N:3]=1, predict the reactants needed to synthesize it. The reactants are: Br[C:2]1[CH:7]=[CH:6][CH:5]=[C:4]([Br:8])[N:3]=1.C([Li])CCC.[C:14]([O:18][C:19]([N:21]1[CH2:26][CH2:25][CH:24]([C:27](N(OC)C)=[O:28])[CH2:23][CH2:22]1)=[O:20])([CH3:17])([CH3:16])[CH3:15].[OH-].[Na+]. (3) Given the product [CH2:12]([NH:11][C:9]([NH:8][C:5]1[CH:4]=[C:3]([C:14]2[S:15][CH:16]=[C:17]([C:19]([F:22])([F:21])[F:20])[N:18]=2)[C:2]([B:26]2[O:27][C:28]([CH3:30])([CH3:29])[C:24]([CH3:40])([CH3:23])[O:25]2)=[CH:7][N:6]=1)=[O:10])[CH3:13], predict the reactants needed to synthesize it. The reactants are: Br[C:2]1[C:3]([C:14]2[S:15][CH:16]=[C:17]([C:19]([F:22])([F:21])[F:20])[N:18]=2)=[CH:4][C:5]([NH:8][C:9]([NH:11][CH2:12][CH3:13])=[O:10])=[N:6][CH:7]=1.[CH3:23][C:24]1([CH3:40])[C:28]([CH3:30])([CH3:29])[O:27][B:26]([B:26]2[O:27][C:28]([CH3:30])([CH3:29])[C:24]([CH3:40])([CH3:23])[O:25]2)[O:25]1.C([O-])(=O)C.[K+].C(NC(NC1N=CC(B(O)O)=C(C2SC=C(C(F)(F)F)N=2)C=1)=O)C.C(NC(NC1C=C(C2SC=C(C(F)(F)F)N=2)C=CN=1)=O)C. (4) The reactants are: [CH3:1][O:2][C:3]1[N:8]=[CH:7][C:6]([C:9]2[N:17]3[C:12]([CH:13]=[N:14][C:15]([NH:18][C:19]4[CH:24]=[CH:23][CH:22]=[C:21]([NH2:25])[CH:20]=4)=[N:16]3)=[CH:11][CH:10]=2)=[CH:5][CH:4]=1.[CH3:26][N:27]([CH3:32])[CH2:28][C:29](O)=[O:30].CN(C)C=O.CCN(C(C)C)C(C)C.C1C=CC2N(O)N=NC=2C=1.CCN=C=NCCCN(C)C.C([O-])(O)=O.[Na+]. Given the product [CH3:26][N:27]([CH3:32])[CH2:28][C:29]([NH:25][C:21]1[CH:22]=[CH:23][CH:24]=[C:19]([NH:18][C:15]2[N:14]=[CH:13][C:12]3=[CH:11][CH:10]=[C:9]([C:6]4[CH:7]=[N:8][C:3]([O:2][CH3:1])=[CH:4][CH:5]=4)[N:17]3[N:16]=2)[CH:20]=1)=[O:30], predict the reactants needed to synthesize it. (5) The reactants are: [Br:1][C:2]1[CH:3]=[C:4]2[C:8](=[CH:9][CH:10]=1)[N:7](C(=O)C)[CH2:6][CH2:5]2.C([O-])([O-])=O.[Na+].[Na+]. Given the product [Br:1][C:2]1[CH:3]=[C:4]2[C:8](=[CH:9][CH:10]=1)[NH:7][CH2:6][CH2:5]2, predict the reactants needed to synthesize it.